This data is from Catalyst prediction with 721,799 reactions and 888 catalyst types from USPTO. The task is: Predict which catalyst facilitates the given reaction. (1) Reactant: Cl[C:2]1[C:11]2[C:6](=[C:7]([C:12]([NH:14][C:15]3[C:20]([Cl:21])=[C:19]([O:22][CH3:23])[CH:18]=[C:17]([O:24][CH3:25])[C:16]=3[Cl:26])=[O:13])[CH:8]=[CH:9][CH:10]=2)[N:5]=[CH:4][N:3]=1.[NH3:27]. Product: [NH2:27][C:2]1[C:11]2[C:6](=[C:7]([C:12]([NH:14][C:15]3[C:16]([Cl:26])=[C:17]([O:24][CH3:25])[CH:18]=[C:19]([O:22][CH3:23])[C:20]=3[Cl:21])=[O:13])[CH:8]=[CH:9][CH:10]=2)[N:5]=[CH:4][N:3]=1. The catalyst class is: 32. (2) Reactant: [CH3:1][O:2][C:3](=[O:29])[C:4]1[CH:9]=[C:8]([NH:10][C:11]2[CH:16]=[CH:15][C:14]([Cl:17])=[CH:13][CH:12]=2)[CH:7]=[CH:6][C:5]=1[C:18](=[O:28])[C:19]1[CH:24]=[CH:23][C:22]([N+:25]([O-])=O)=[CH:21][CH:20]=1.O. Product: [CH3:1][O:2][C:3](=[O:29])[C:4]1[CH:9]=[C:8]([NH:10][C:11]2[CH:12]=[CH:13][C:14]([Cl:17])=[CH:15][CH:16]=2)[CH:7]=[CH:6][C:5]=1[C:18](=[O:28])[C:19]1[CH:24]=[CH:23][C:22]([NH2:25])=[CH:21][CH:20]=1. The catalyst class is: 447.